Regression. Given a peptide amino acid sequence and an MHC pseudo amino acid sequence, predict their binding affinity value. This is MHC class I binding data. From a dataset of Peptide-MHC class I binding affinity with 185,985 pairs from IEDB/IMGT. (1) The peptide sequence is VTECKLIYY. The MHC is HLA-B38:01 with pseudo-sequence HLA-B38:01. The binding affinity (normalized) is 0.0847. (2) The peptide sequence is RVYAHVRSV. The MHC is HLA-C08:02 with pseudo-sequence HLA-C08:02. The binding affinity (normalized) is 0.0847. (3) The peptide sequence is KQAKAPESK. The MHC is HLA-B48:01 with pseudo-sequence HLA-B48:01. The binding affinity (normalized) is 0.0847. (4) The peptide sequence is FSTPEEKF. The MHC is Mamu-B17 with pseudo-sequence Mamu-B17. The binding affinity (normalized) is 0. (5) The peptide sequence is REVFYFGKF. The MHC is HLA-B27:05 with pseudo-sequence HLA-B27:05. The binding affinity (normalized) is 0.0847. (6) The peptide sequence is EVHIYYLEK. The MHC is HLA-B15:01 with pseudo-sequence HLA-B15:01. The binding affinity (normalized) is 0.0847. (7) The peptide sequence is IEELRQHLL. The MHC is HLA-A23:01 with pseudo-sequence HLA-A23:01. The binding affinity (normalized) is 0. (8) The MHC is HLA-A31:01 with pseudo-sequence HLA-A31:01. The binding affinity (normalized) is 0.0847. The peptide sequence is PSEVSPIAQ. (9) The peptide sequence is RPVPHWPKY. The MHC is HLA-B57:01 with pseudo-sequence HLA-B57:01. The binding affinity (normalized) is 0.0847.